This data is from Reaction yield outcomes from USPTO patents with 853,638 reactions. The task is: Predict the reaction yield, written as a fraction of the theoretical maximum amount of product (1.0 means a 100% yield; for example, 0.34 means a 34% yield). (1) The reactants are Cl[S:2]([CH2:5][CH2:6][CH2:7][NH:8][C:9](=[O:11])[CH3:10])(=[O:4])=[O:3].[OH:12][CH2:13][C:14]([CH3:21])([CH3:20])[C:15]([O:17][CH2:18]C)=[O:16].C(N(CC)CC)C. The catalyst is ClCCl.CN(C1C=CN=CC=1)C. The product is [C:9]([NH:8][CH2:7][CH2:6][CH2:5][S:2]([O:12][CH2:13][C:14]([CH3:21])([CH3:20])[C:15]([O:17][CH3:18])=[O:16])(=[O:4])=[O:3])(=[O:11])[CH3:10]. The yield is 0.230. (2) The reactants are CN(C)[CH:3]=[CH:4][C:5]([C:7]1[C:12](=[O:13])[CH:11]=[CH:10][N:9]([C:14]2[CH:19]=[CH:18][C:17]([N:20]3[CH2:25][CH2:24][O:23][CH2:22][CH2:21]3)=[CH:16][CH:15]=2)[N:8]=1)=O.[OH:27][CH2:28][CH2:29][NH:30][NH2:31]. The catalyst is CO. The product is [OH:27][CH2:28][CH2:29][N:30]1[C:5]([C:7]2[C:12](=[O:13])[CH:11]=[CH:10][N:9]([C:14]3[CH:15]=[CH:16][C:17]([N:20]4[CH2:21][CH2:22][O:23][CH2:24][CH2:25]4)=[CH:18][CH:19]=3)[N:8]=2)=[CH:4][CH:3]=[N:31]1. The yield is 0.0730. (3) The catalyst is CN(C=O)C.[Cl-].[Na+].O.C(N(CC)CC)C. The reactants are [C:1]([N:11]1[CH2:18][CH2:17][CH2:16][C@@H:12]1[C:13]([OH:15])=O)([O:3][CH2:4][C:5]1[CH:10]=[CH:9][CH:8]=[CH:7][CH:6]=1)=[O:2].CCN=C=N[CH2:24][CH2:25][CH2:26][N:27](C)C.C1C=CC2N(O)N=NC=2C=1.C1(N)CC1.C(=O)(O)[O-].[Na+]. The product is [CH2:4]([O:3][C:1]([N:11]1[CH2:18][CH2:17][CH2:16][C@@H:12]1[C:13](=[O:15])[NH:27][CH:26]1[CH2:24][CH2:25]1)=[O:2])[C:5]1[CH:6]=[CH:7][CH:8]=[CH:9][CH:10]=1. The yield is 0.920. (4) The reactants are C([O:3][C:4]([C:6]1[CH:7]=[C:8]2[C:13](=[CH:14][CH:15]=1)[NH:12][CH:11]([C:16]1[CH:21]=[CH:20][CH:19]=[C:18]([N:22]([CH3:26])[C:23]([NH2:25])=[O:24])[CH:17]=1)[C:10]([CH3:28])([CH3:27])[CH2:9]2)=[O:5])C.Cl. The catalyst is CO.O1CCCC1.[OH-].[Na+].O. The product is [CH3:27][C:10]1([CH3:28])[CH2:9][C:8]2[C:13](=[CH:14][CH:15]=[C:6]([C:4]([OH:5])=[O:3])[CH:7]=2)[NH:12][CH:11]1[C:16]1[CH:21]=[CH:20][CH:19]=[C:18]([N:22]([CH3:26])[C:23]([NH2:25])=[O:24])[CH:17]=1. The yield is 0.150.